From a dataset of Peptide-MHC class I binding affinity with 185,985 pairs from IEDB/IMGT. Regression. Given a peptide amino acid sequence and an MHC pseudo amino acid sequence, predict their binding affinity value. This is MHC class I binding data. (1) The peptide sequence is KAYKIISLK. The MHC is HLA-A23:01 with pseudo-sequence HLA-A23:01. The binding affinity (normalized) is 0.0847. (2) The peptide sequence is FPQSNAPIM. The MHC is HLA-B53:01 with pseudo-sequence HLA-B53:01. The binding affinity (normalized) is 0.945. (3) The MHC is HLA-B18:01 with pseudo-sequence HLA-B18:01. The binding affinity (normalized) is 0.0847. The peptide sequence is ALRSRWRAL. (4) The peptide sequence is PMPYMISTY. The MHC is HLA-A31:01 with pseudo-sequence HLA-A31:01. The binding affinity (normalized) is 0.0333. (5) The peptide sequence is LLIQGLKTV. The MHC is HLA-A26:01 with pseudo-sequence HLA-A26:01. The binding affinity (normalized) is 0.0847. (6) The peptide sequence is SFLVFFCFA. The MHC is Patr-A0701 with pseudo-sequence Patr-A0701. The binding affinity (normalized) is 0.589.